Predict the product of the given reaction. From a dataset of Forward reaction prediction with 1.9M reactions from USPTO patents (1976-2016). Given the reactants [N:1]1([CH2:6][CH2:7]O)[CH2:5][CH2:4][CH2:3][CH2:2]1.S(Cl)([Cl:11])=O, predict the reaction product. The product is: [ClH:11].[Cl:11][CH2:7][CH2:6][N:1]1[CH2:5][CH2:4][CH2:3][CH2:2]1.